Dataset: Full USPTO retrosynthesis dataset with 1.9M reactions from patents (1976-2016). Task: Predict the reactants needed to synthesize the given product. (1) Given the product [CH2:26]([N:30]([CH2:31][CH2:32][CH2:33][CH3:34])[CH2:3][CH2:2][CH2:1][O:15][C:16]1[CH:17]=[CH:18][C:19]([C:20]([O:22][CH3:23])=[O:21])=[CH:24][CH:25]=1)[CH2:27][CH2:28][CH3:29], predict the reactants needed to synthesize it. The reactants are: [CH2:1]([O:15][C:16]1[CH:25]=[CH:24][C:19]([C:20]([O:22][CH3:23])=[O:21])=[CH:18][CH:17]=1)[CH2:2][CH2:3]OC1C=CC(C(OC)=O)=CC=1.[CH2:26]([NH:30][CH2:31][CH2:32][CH2:33][CH3:34])[CH2:27][CH2:28][CH3:29]. (2) The reactants are: [CH3:1][C:2]1[CH:8]=[CH:7][C:6]([S:9]([CH3:12])(=[O:11])=[O:10])=[CH:5][C:3]=1N.Cl.N([O-])=O.[Na+].[I-:18].[K+]. Given the product [I:18][C:3]1[CH:5]=[C:6]([S:9]([CH3:12])(=[O:11])=[O:10])[CH:7]=[CH:8][C:2]=1[CH3:1], predict the reactants needed to synthesize it. (3) Given the product [CH:22]([C:11]1[C:12]([O:28][CH3:27])=[CH:13][C:14]([CH:16]([CH3:18])[CH3:17])=[CH:15][C:10]=1[O:9][C:5]1[C:6]([NH2:8])=[N:7][C:2]([NH2:1])=[N:3][CH:4]=1)([CH3:23])[CH3:24], predict the reactants needed to synthesize it. The reactants are: [NH2:1][C:2]1[N:7]=[C:6]([NH2:8])[C:5]([O:9][C:10]2[C:11]([CH:22]([CH3:24])[CH3:23])=[CH:12][C:13](OC)=[C:14]([C:16](O)([CH3:18])[CH3:17])[CH:15]=2)=[CH:4][N:3]=1.FC(F)(F)[C:27](O)=[O:28].C([SiH](CC)CC)C.C([O-])(O)=O.[Na+].